Dataset: Catalyst prediction with 721,799 reactions and 888 catalyst types from USPTO. Task: Predict which catalyst facilitates the given reaction. (1) Reactant: [C:1]([O:10][CH3:11])(=[O:9])[C:2]([CH2:4][C:5]([O:7][CH3:8])=[O:6])=[CH2:3].[H][H].[1HH]. Product: [CH3:3][CH:2]([CH2:4][C:5]([O:7][CH3:8])=[O:6])[C:1]([O:10][CH3:11])=[O:9]. The catalyst class is: 5. (2) Reactant: [CH:1]1[C:10]2[C:5](=[CH:6][CH:7]=[CH:8][CH:9]=2)[CH:4]=[CH:3][C:2]=1[C:11]1[C:15]2=[N:16][CH:17]=[CH:18][CH:19]=[C:14]2[N:13](C(C2C=CC=CC=2)(C2C=CC=CC=2)C2C=CC=CC=2)[N:12]=1.P(Cl)(Cl)([Cl:41])=O. Product: [Cl:41][C:17]1[N:16]=[C:15]2[C:11]([C:2]3[CH:3]=[CH:4][C:5]4[C:10](=[CH:9][CH:8]=[CH:7][CH:6]=4)[CH:1]=3)=[N:12][NH:13][C:14]2=[CH:19][CH:18]=1. The catalyst class is: 11. (3) Reactant: FC(F)(F)C([NH:5][C:6]1[C:7]([CH:12]2[CH2:17][CH2:16][CH:15]([N:18]3[CH2:21][CH:20]([NH:22][C:23]([CH2:25][NH:26][C:27](=[O:38])[C:28]4[CH:33]=[CH:32][CH:31]=[C:30]([C:34]([F:37])([F:36])[F:35])[CH:29]=4)=[O:24])[CH2:19]3)[CH2:14][CH2:13]2)=[N:8][CH:9]=[CH:10][CH:11]=1)=O.C(=O)([O-])[O-].[K+].[K+]. Product: [NH2:5][C:6]1[C:7]([CH:12]2[CH2:13][CH2:14][CH:15]([N:18]3[CH2:21][CH:20]([NH:22][C:23]([CH2:25][NH:26][C:27](=[O:38])[C:28]4[CH:33]=[CH:32][CH:31]=[C:30]([C:34]([F:37])([F:36])[F:35])[CH:29]=4)=[O:24])[CH2:19]3)[CH2:16][CH2:17]2)=[N:8][CH:9]=[CH:10][CH:11]=1. The catalyst class is: 24. (4) Reactant: Br[C:2]1[CH:10]=[CH:9][CH:8]=[C:7]2[C:3]=1[CH:4]=[N:5][N:6]2[CH:11]1[CH2:16][CH2:15][CH2:14][CH2:13][O:12]1.CC([O-])=O.[K+].[B:22]1([B:22]2[O:26][C:25]([CH3:28])([CH3:27])[C:24]([CH3:30])([CH3:29])[O:23]2)[O:26][C:25]([CH3:28])([CH3:27])[C:24]([CH3:30])([CH3:29])[O:23]1.C(Cl)Cl. Product: [O:12]1[CH2:13][CH2:14][CH2:15][CH2:16][CH:11]1[N:6]1[C:7]2[C:3](=[C:2]([B:22]3[O:26][C:25]([CH3:28])([CH3:27])[C:24]([CH3:30])([CH3:29])[O:23]3)[CH:10]=[CH:9][CH:8]=2)[CH:4]=[N:5]1. The catalyst class is: 12. (5) Reactant: [NH2:1][C:2]1[NH:6][N:5]=[C:4]([CH3:7])[C:3]=1[C:8]1[S:9][C:10]2[CH:16]=[C:15]([S:17](Cl)(=[O:19])=[O:18])[CH:14]=[CH:13][C:11]=2[N:12]=1.[N:21]1[CH:26]=[CH:25][C:24]([CH2:27][NH2:28])=[CH:23][CH:22]=1.CN1CCOCC1. Product: [N:21]1[CH:26]=[CH:25][C:24]([CH2:27][NH:28][S:17]([C:15]2[CH:14]=[CH:13][C:11]3[N:12]=[C:8]([C:3]4[C:4]([CH3:7])=[N:5][NH:6][C:2]=4[NH2:1])[S:9][C:10]=3[CH:16]=2)(=[O:19])=[O:18])=[CH:23][CH:22]=1. The catalyst class is: 5. (6) Reactant: [C:1]([C:3]1[CH:8]=[C:7]([C:9]2[CH:18]=[CH:17][C:12]([C:13]([O:15][CH3:16])=[O:14])=[CH:11][CH:10]=2)[CH:6]=[CH:5][N:4]=1)#[N:2].[C:19]([O:23][C:24](O[C:24]([O:23][C:19]([CH3:22])([CH3:21])[CH3:20])=[O:25])=[O:25])([CH3:22])([CH3:21])[CH3:20]. Product: [C:19]([O:23][C:24]([NH:2][CH2:1][C:3]1[CH:8]=[C:7]([C:9]2[CH:18]=[CH:17][C:12]([C:13]([O:15][CH3:16])=[O:14])=[CH:11][CH:10]=2)[CH:6]=[CH:5][N:4]=1)=[O:25])([CH3:22])([CH3:21])[CH3:20]. The catalyst class is: 123.